Dataset: Full USPTO retrosynthesis dataset with 1.9M reactions from patents (1976-2016). Task: Predict the reactants needed to synthesize the given product. (1) Given the product [F:24][C:21]1[CH:22]=[CH:23][C:18]([C:13]2[N:12]([CH2:27][C:28]([NH:30][CH:31]([CH3:32])[CH3:33])=[O:29])[C:11](=[O:34])[C:10]3[C:15](=[CH:16][CH:17]=[C:8]([N:1]4[CH2:7][CH2:6][CH2:5][N:4]([CH2:46][CH:47]5[CH2:52][CH2:51][O:50][CH2:49][CH2:48]5)[CH2:3][CH2:2]4)[CH:9]=3)[N:14]=2)=[CH:19][C:20]=1[O:25][CH3:26], predict the reactants needed to synthesize it. The reactants are: [N:1]1([C:8]2[CH:9]=[C:10]3[C:15](=[CH:16][CH:17]=2)[N:14]=[C:13]([C:18]2[CH:23]=[CH:22][C:21]([F:24])=[C:20]([O:25][CH3:26])[CH:19]=2)[N:12]([CH2:27][C:28]([NH:30][CH:31]([CH3:33])[CH3:32])=[O:29])[C:11]3=[O:34])[CH2:7][CH2:6][CH2:5][NH:4][CH2:3][CH2:2]1.CC1C=CC(S(O[CH2:46][CH:47]2[CH2:52][CH2:51][O:50][CH2:49][CH2:48]2)(=O)=O)=CC=1.CCN(C(C)C)C(C)C. (2) Given the product [CH3:13][N:14]1[CH:23]=[C:22]([C:2]2[CH:8]=[C:7]([S:9]([CH3:12])(=[O:11])=[O:10])[CH:6]=[CH:5][C:3]=2[NH:4][C:37]([CH:34]2[CH2:36][CH2:35]2)=[O:38])[C:21]2[C:16](=[CH:17][CH:18]=[CH:19][CH:20]=2)[C:15]1=[O:33], predict the reactants needed to synthesize it. The reactants are: Br[C:2]1[CH:8]=[C:7]([S:9]([CH3:12])(=[O:11])=[O:10])[CH:6]=[CH:5][C:3]=1[NH2:4].[CH3:13][N:14]1[CH:23]=[C:22](B2OC(C)(C)C(C)(C)O2)[C:21]2[C:16](=[CH:17][CH:18]=[CH:19][CH:20]=2)[C:15]1=[O:33].[CH:34]1([C:37](Cl)=[O:38])[CH2:36][CH2:35]1.C(N(C(C)C)CC)(C)C. (3) Given the product [O:21]1[C:20]2[CH:24]=[CH:25][C:17]([O:16][C:11]3[C:10]([F:26])=[C:9]([CH:14]=[CH:13][C:12]=3[F:15])[CH2:8][NH2:7])=[CH:18][C:19]=2[O:23][CH2:22]1, predict the reactants needed to synthesize it. The reactants are: C(OC(=O)[NH:7][CH2:8][C:9]1[CH:14]=[CH:13][C:12]([F:15])=[C:11]([O:16][C:17]2[CH:25]=[CH:24][C:20]3[O:21][CH2:22][O:23][C:19]=3[CH:18]=2)[C:10]=1[F:26])(C)(C)C.Cl. (4) Given the product [CH3:8][C:9]1[CH:30]=[CH:29][CH:28]=[CH:27][C:10]=1[C:11]([O:13][CH2:14][CH2:15][O:16][C:17]([NH:7][C:3]1([C:4]([OH:6])=[O:5])[CH2:2][CH2:1]1)=[O:18])=[O:12], predict the reactants needed to synthesize it. The reactants are: [CH2:1]1[C:3]([NH2:7])([C:4]([OH:6])=[O:5])[CH2:2]1.[CH3:8][C:9]1[CH:30]=[CH:29][CH:28]=[CH:27][C:10]=1[C:11]([O:13][CH2:14][CH2:15][O:16][C:17](ON1C(=O)CCC1=O)=[O:18])=[O:12]. (5) Given the product [CH3:1][N:2]1[C:6]([C:7]2[CH:19]=[N:18][C:17]3[C:16]4[CH:15]=[CH:14][C:13]([CH2:40][C:41]([O:43][CH2:44][CH3:45])=[O:42])=[CH:12][C:11]=4[NH:10][C:9]=3[CH:8]=2)=[C:5]([CH3:25])[N:4]=[N:3]1, predict the reactants needed to synthesize it. The reactants are: [CH3:1][N:2]1[C:6]([C:7]2[CH:19]=[N:18][C:17]3[C:16]4[CH:15]=[C:14](CC(OC)=O)[CH:13]=[CH:12][C:11]=4[NH:10][C:9]=3[CH:8]=2)=[C:5]([CH3:25])[N:4]=[N:3]1.BrC1C=NC2C3C=CC([CH2:40][C:41]([O:43][CH2:44][CH3:45])=[O:42])=CC=3NC=2C=1.CN1C([Sn](CCCC)(CCCC)CCCC)=C(C)N=N1. (6) Given the product [ClH:56].[F:22][C:14]1[CH:15]=[N:16][C:17]2[CH:18]=[CH:19][C:20](=[O:21])[N:11]3[CH2:10][C@@H:9]([CH2:8][N:5]4[CH2:6][CH2:7][CH:2]([NH:1][CH2:49][C:47]5[CH:46]=[N:45][C:42]6[S:43][CH2:44][C:39](=[O:38])[NH:40][C:41]=6[CH:48]=5)[CH2:3][CH2:4]4)[C:13]=1[C:12]=23, predict the reactants needed to synthesize it. The reactants are: [NH2:1][CH:2]1[CH2:7][CH2:6][N:5]([CH2:8][C@H:9]2[C:13]3=[C:14]([F:22])[CH:15]=[N:16][C:17]4[CH:18]=[CH:19][C:20](=[O:21])[N:11]([C:12]=43)[CH2:10]2)[CH2:4][CH2:3]1.C(OC(=O)NC1CCNCC1O)(C)(C)C.[O:38]=[C:39]1[CH2:44][S:43][C:42]2[N:45]=[CH:46][C:47]([CH:49]=O)=[CH:48][C:41]=2[NH:40]1.C([BH3-])#N.[Na+].C(Cl)(Cl)[Cl:56]. (7) Given the product [CH:39]1([C:37]([NH:36][C:34]2[N:35]=[C:30]3[CH:29]=[CH:28][C:27]([O:26][C:25]4[CH:42]=[CH:43][C:44]([F:45])=[C:23]([NH:22][C:8]([C:5]5[CH:4]=[N:3][N:2]([CH3:1])[C:6]=5[CH3:7])=[O:10])[CH:24]=4)=[N:32][N:31]3[CH:33]=2)=[O:38])[CH2:40][CH2:41]1, predict the reactants needed to synthesize it. The reactants are: [CH3:1][N:2]1[C:6]([CH3:7])=[C:5]([C:8]([OH:10])=O)[CH:4]=[N:3]1.O1CCCC1.C(Cl)(=O)C(Cl)=O.[NH2:22][C:23]1[CH:24]=[C:25]([CH:42]=[CH:43][C:44]=1[F:45])[O:26][C:27]1[CH:28]=[CH:29][C:30]2[N:31]([CH:33]=[C:34]([NH:36][C:37]([CH:39]3[CH2:41][CH2:40]3)=[O:38])[N:35]=2)[N:32]=1. (8) Given the product [Br:1][C:2]1[C:3]([F:11])=[C:4]([OH:14])[CH:5]=[CH:6][CH:7]=1, predict the reactants needed to synthesize it. The reactants are: [Br:1][C:2]1[C:3]([F:11])=[C:4](B(O)O)[CH:5]=[CH:6][CH:7]=1.C(O)(=[O:14])C.OO.